From a dataset of Catalyst prediction with 721,799 reactions and 888 catalyst types from USPTO. Predict which catalyst facilitates the given reaction. (1) Reactant: [C:1]([C:4]1[C:9]2[CH:10]=[C:11]3[N:15]([C:8]=2[CH:7]=[CH:6][N:5]=1)[CH2:14][CH2:13]/[C:12]/3=[CH:16]\[C:17]([O:19][CH2:20][CH3:21])=[O:18])([CH3:3])=[CH2:2]. Product: [CH:1]([C:4]1[C:9]2[CH:10]=[C:11]3[N:15]([C:8]=2[CH:7]=[CH:6][N:5]=1)[CH2:14][CH2:13][CH:12]3[CH2:16][C:17]([O:19][CH2:20][CH3:21])=[O:18])([CH3:3])[CH3:2]. The catalyst class is: 105. (2) Reactant: Br[C:2]1[CH:3]=[C:4]([C:7]([O:9][CH3:10])=[O:8])[O:5][CH:6]=1.C(=O)([O-])[O-].[K+].[K+].[CH3:17][N:18]1[C:22](B2OC(C)(C)C(C)(C)O2)=[CH:21][CH:20]=[N:19]1. Product: [CH3:17][N:18]1[C:22]([C:2]2[CH:3]=[C:4]([C:7]([O:9][CH3:10])=[O:8])[O:5][CH:6]=2)=[CH:21][CH:20]=[N:19]1. The catalyst class is: 760. (3) Reactant: [C:1]1(B(O)O)[CH:6]=[CH:5][CH:4]=[CH:3][CH:2]=1.Br[C:11]1[CH:24]=[CH:23][C:22]2[C:13](=[CH:14][C:15]3[C:20]([CH:21]=2)=[CH:19][CH:18]=[CH:17][CH:16]=3)[CH:12]=1.C(=O)([O-])[O-].[Na+].[Na+]. Product: [C:1]1([C:18]2[CH:17]=[CH:16][C:15]3[C:20](=[CH:21][C:22]4[C:13]([CH:14]=3)=[CH:12][CH:11]=[CH:24][CH:23]=4)[CH:19]=2)[CH:6]=[CH:5][CH:4]=[CH:3][CH:2]=1. The catalyst class is: 206. (4) Reactant: Br[C:2]1[C:11]2[O:10][CH2:9][C:8]3[CH:12]=[C:13]([OH:16])[CH:14]=[CH:15][C:7]=3[C:6]=2[CH:5]=[C:4]2[CH:17]=[CH:18][C:19]([OH:21])=[CH:20][C:3]=12.C([Sn](CCCC)(CCCC)[C:27]1[O:28][CH:29]=[CH:30][CH:31]=1)CCC. Product: [O:28]1[CH:29]=[CH:30][CH:31]=[C:27]1[C:2]1[C:11]2[O:10][CH2:9][C:8]3[CH:12]=[C:13]([OH:16])[CH:14]=[CH:15][C:7]=3[C:6]=2[CH:5]=[C:4]2[CH:17]=[CH:18][C:19]([OH:21])=[CH:20][C:3]=12. The catalyst class is: 109. (5) Reactant: [NH2:1][C:2]1[CH:6]=[CH:5][S:4][C:3]=1[C:7]([O:9][CH3:10])=[O:8].[O-:11][C:12]#[N:13].[K+]. Product: [NH2:13][C:12]([NH:1][C:2]1[CH:6]=[CH:5][S:4][C:3]=1[C:7]([O:9][CH3:10])=[O:8])=[O:11]. The catalyst class is: 86. (6) Reactant: [Br:1][C:2]1[CH:3]=[C:4]2[C:9](Cl)=[C:8]([C:11]([NH2:13])=[O:12])[CH:7]=[N:6][N:5]2[CH:14]=1.Cl.[NH2:16][CH2:17][C:18]1([CH2:21][OH:22])[CH2:20][CH2:19]1.CCN(C(C)C)C(C)C. Product: [Br:1][C:2]1[CH:3]=[C:4]2[C:9]([NH:16][CH2:17][C:18]3([CH2:21][OH:22])[CH2:20][CH2:19]3)=[C:8]([C:11]([NH2:13])=[O:12])[CH:7]=[N:6][N:5]2[CH:14]=1. The catalyst class is: 37. (7) Reactant: C(OC(=O)[NH:7][C@H:8]1[CH2:27][C:11]2[N:12]([CH2:21][C:22]3[CH:26]=[CH:25][S:24][N:23]=3)[C:13]3[CH:14]=[CH:15][C:16]([C:19]#[N:20])=[CH:17][C:18]=3[C:10]=2[CH2:9]1)(C)(C)C.[ClH:29]. Product: [ClH:29].[ClH:29].[NH2:7][C@H:8]1[CH2:27][C:11]2[N:12]([CH2:21][C:22]3[CH:26]=[CH:25][S:24][N:23]=3)[C:13]3[CH:14]=[CH:15][C:16]([C:19]#[N:20])=[CH:17][C:18]=3[C:10]=2[CH2:9]1. The catalyst class is: 12. (8) Product: [CH2:21]([O:20][C:18]([C:13]1([CH2:23][C:24]2[CH:29]=[CH:28][CH:27]=[CH:26][CH:25]=2)[CH2:17][CH2:16][CH2:15][CH2:14]1)=[O:19])[CH3:22]. The catalyst class is: 1. Reactant: C(NC(C)C)(C)C.C([Li])CCC.[CH:13]1([C:18]([O:20][CH2:21][CH3:22])=[O:19])[CH2:17][CH2:16][CH2:15][CH2:14]1.[CH2:23](Br)[C:24]1[CH:29]=[CH:28][CH:27]=[CH:26][CH:25]=1. (9) Reactant: [CH:1]([C:4]1[C:5]([O:15][CH2:16][CH2:17][CH2:18][C:19]2[C:20]([CH2:34][CH2:35][CH3:36])=[N:21][N:22]([C:24]3[CH:29]=[CH:28][C:27]([C:30]([F:33])([F:32])[F:31])=[CH:26][N:25]=3)[CH:23]=2)=[C:6]([CH2:10][C:11]([O:13]C)=[O:12])[CH:7]=[CH:8][CH:9]=1)([CH3:3])[CH3:2].[OH-].[Na+].O1CCCC1.Cl. Product: [CH:1]([C:4]1[C:5]([O:15][CH2:16][CH2:17][CH2:18][C:19]2[C:20]([CH2:34][CH2:35][CH3:36])=[N:21][N:22]([C:24]3[CH:29]=[CH:28][C:27]([C:30]([F:33])([F:32])[F:31])=[CH:26][N:25]=3)[CH:23]=2)=[C:6]([CH2:10][C:11]([OH:13])=[O:12])[CH:7]=[CH:8][CH:9]=1)([CH3:2])[CH3:3]. The catalyst class is: 5.